This data is from Aqueous solubility values for 9,982 compounds from the AqSolDB database. The task is: Regression/Classification. Given a drug SMILES string, predict its absorption, distribution, metabolism, or excretion properties. Task type varies by dataset: regression for continuous measurements (e.g., permeability, clearance, half-life) or binary classification for categorical outcomes (e.g., BBB penetration, CYP inhibition). For this dataset (solubility_aqsoldb), we predict Y. (1) The molecule is Cc1ccc(Oc2ccc(C)cc2)cc1. The Y is -4.85 log mol/L. (2) The molecule is CN(C)C(=O)NC[C@@]1(C)C[C@H](NC(=O)N(C)C)CC(C)(C)C1. The Y is -1.89 log mol/L. (3) The drug is O=C(CBr)Nc1ccc(Cl)cc1C(=O)c1ccccc1F. The Y is -5.57 log mol/L. (4) The molecule is O=[N+]([O-])c1ccc(-c2ccccc2)cc1. The Y is -5.21 log mol/L. (5) The molecule is CCCCCCO[N+](=O)[O-]. The Y is -3.13 log mol/L.